The task is: Regression. Given a peptide amino acid sequence and an MHC pseudo amino acid sequence, predict their binding affinity value. This is MHC class I binding data.. This data is from Peptide-MHC class I binding affinity with 185,985 pairs from IEDB/IMGT. (1) The peptide sequence is YLRQRQAAL. The binding affinity (normalized) is 0.703. The MHC is HLA-B15:01 with pseudo-sequence HLA-B15:01. (2) The peptide sequence is VSQHAGPL. The MHC is H-2-Db with pseudo-sequence H-2-Db. The binding affinity (normalized) is 0. (3) The peptide sequence is QYSPHSFMA. The MHC is HLA-B39:01 with pseudo-sequence HLA-B39:01. The binding affinity (normalized) is 0.0847. (4) The peptide sequence is IVRQGIRQL. The MHC is HLA-A02:01 with pseudo-sequence HLA-A02:01. The binding affinity (normalized) is 0.0847.